From a dataset of Reaction yield outcomes from USPTO patents with 853,638 reactions. Predict the reaction yield, written as a fraction of the theoretical maximum amount of product (1.0 means a 100% yield; for example, 0.34 means a 34% yield). (1) The reactants are FC(F)(F)C(O)=O.[C:8]1([C:14]2[CH:19]=[C:18]([CH:20]3[CH2:25][CH2:24][NH:23][CH2:22][CH2:21]3)[CH:17]=[CH:16][C:15]=2[NH:26][C:27]([C:29]2[NH:30][CH:31]=[C:32]([C:34]#[N:35])[N:33]=2)=[O:28])[CH2:13][CH2:12][CH2:11][CH2:10][CH:9]=1.CCN(C(C)C)C(C)C.Cl.[CH3:46][N:47]([CH2:49][C:50](Cl)=[O:51])[CH3:48]. The catalyst is C(Cl)Cl. The product is [C:8]1([C:14]2[CH:19]=[C:18]([CH:20]3[CH2:21][CH2:22][N:23]([C:50](=[O:51])[CH2:49][N:47]([CH3:48])[CH3:46])[CH2:24][CH2:25]3)[CH:17]=[CH:16][C:15]=2[NH:26][C:27]([C:29]2[NH:30][CH:31]=[C:32]([C:34]#[N:35])[N:33]=2)=[O:28])[CH2:13][CH2:12][CH2:11][CH2:10][CH:9]=1. The yield is 0.700. (2) The reactants are [F:1][C:2]([F:9])([F:8])/[CH:3]=[CH:4]/[C:5]([OH:7])=[O:6].[CH3:10][S-:11].[Na+]. The catalyst is CO. The product is [F:1][C:2]([F:9])([F:8])[CH:3]([S:11][CH3:10])[CH2:4][C:5]([OH:7])=[O:6]. The yield is 0.990. (3) The reactants are [S:1]([O:11][CH:12](OS(C1C=CC(C)=CC=1)(=O)=O)/[CH:13]=[CH:14]/[CH3:15])([C:4]1[CH:10]=[CH:9][C:7]([CH3:8])=[CH:6][CH:5]=1)(=[O:3])=[O:2].CC1C=CC([C@@H]2C(C(O[11CH3])=O)C3N(C/C=C/C[F:50])[C@H](CC3)C2)=CC=1.NCCC1C=CC(O)=C(O)C=1. No catalyst specified. The product is [C:7]1([CH3:8])[CH:9]=[CH:10][C:4]([S:1]([O:11][CH2:12]/[CH:13]=[CH:14]/[CH2:15][F:50])(=[O:3])=[O:2])=[CH:5][CH:6]=1. The yield is 0.280. (4) The reactants are [Br:1][C:2]1[CH:15]=[C:14]2[C:5]([CH2:6][C:7]3([C:13]42[NH:19][C:18](=S)[C:17]([CH3:21])=[N:16]4)[CH2:12][CH2:11][O:10][CH2:9][CH2:8]3)=[CH:4][CH:3]=1.[NH3:22]. No catalyst specified. The product is [Br:1][C:2]1[CH:15]=[C:14]2[C:5]([CH2:6][C:7]3([C:13]42[N:19]=[C:18]([NH2:22])[C:17]([CH3:21])=[N:16]4)[CH2:12][CH2:11][O:10][CH2:9][CH2:8]3)=[CH:4][CH:3]=1. The yield is 0.750. (5) The reactants are S(Cl)(=O)(=O)[OH:2].F[C:7](F)=[CH:8][C:9]([F:12])([F:11])[F:10].[CH2:14]([OH:16])[CH3:15]. No catalyst specified. The product is [C:9]([CH2:8][C:7]([O:16][CH2:14][CH3:15])=[O:2])([F:12])([F:11])[F:10]. The yield is 0.870. (6) The reactants are [Cl:1][C:2]1[S:6][C:5]([C:7]([OH:9])=O)=[CH:4][C:3]=1[C:10]1[N:14]([CH2:15][CH3:16])[N:13]=[CH:12][C:11]=1[Cl:17].C1CN([P+](Br)(N2CCCC2)N2CCCC2)CC1.F[P-](F)(F)(F)(F)F.CCN(C(C)C)C(C)C.[NH2:51][C@@H:52]([CH2:65][C:66]1[CH:71]=[CH:70][CH:69]=[C:68]([F:72])[CH:67]=1)[CH2:53][N:54]1[C:62](=[O:63])[C:61]2[C:56](=[CH:57][CH:58]=[CH:59][CH:60]=2)[C:55]1=[O:64]. The catalyst is C(Cl)Cl. The product is [Cl:1][C:2]1[S:6][C:5]([C:7]([NH:51][C@@H:52]([CH2:65][C:66]2[CH:71]=[CH:70][CH:69]=[C:68]([F:72])[CH:67]=2)[CH2:53][N:54]2[C:62](=[O:63])[C:61]3[C:56](=[CH:57][CH:58]=[CH:59][CH:60]=3)[C:55]2=[O:64])=[O:9])=[CH:4][C:3]=1[C:10]1[N:14]([CH2:15][CH3:16])[N:13]=[CH:12][C:11]=1[Cl:17]. The yield is 0.770. (7) The reactants are [NH2:1][C:2]1[CH:31]=[CH:30][C:5]([CH2:6][CH2:7][NH:8][C:9]2[C:10]3[C:17]([C:18]4[CH:23]=[CH:22][CH:21]=[CH:20][CH:19]=4)=[C:16]([C:24]4[CH:29]=[CH:28][CH:27]=[CH:26][CH:25]=4)[O:15][C:11]=3[N:12]=[CH:13][N:14]=2)=[CH:4][CH:3]=1.[C:32]1([N:38]=[C:39]=[O:40])[CH:37]=[CH:36][CH:35]=[CH:34][CH:33]=1. The catalyst is C(#N)C. The product is [C:18]1([C:17]2[C:10]3[C:9]([NH:8][CH2:7][CH2:6][C:5]4[CH:30]=[CH:31][C:2]([NH:1][C:39]([NH:38][C:32]5[CH:37]=[CH:36][CH:35]=[CH:34][CH:33]=5)=[O:40])=[CH:3][CH:4]=4)=[N:14][CH:13]=[N:12][C:11]=3[O:15][C:16]=2[C:24]2[CH:25]=[CH:26][CH:27]=[CH:28][CH:29]=2)[CH:23]=[CH:22][CH:21]=[CH:20][CH:19]=1. The yield is 0.950. (8) The reactants are [CH2:1]([C:5]1[N:6]=[C:7]([CH3:27])[NH:8][C:9](=[O:26])[C:10]=1[CH2:11][C:12]1[CH:17]=[CH:16][C:15]([C:18]2[C:19]([C:24]#[N:25])=[CH:20][CH:21]=[CH:22][CH:23]=2)=[CH:14][CH:13]=1)[CH2:2][CH2:3][CH3:4].N(C(N1CCCCC1)=O)=NC(N1CCCCC1)=O.C(P(CCCC)CCCC)CCC.[N:59]1([CH2:65][CH2:66]O)[CH2:64][CH2:63][O:62][CH2:61][CH2:60]1. The catalyst is C(OCC)(=O)C.O1CCCC1. The product is [CH2:1]([C:5]1[N:6]=[C:7]([CH3:27])[N:8]([CH2:66][CH2:65][N:59]2[CH2:64][CH2:63][O:62][CH2:61][CH2:60]2)[C:9](=[O:26])[C:10]=1[CH2:11][C:12]1[CH:17]=[CH:16][C:15]([C:18]2[C:19]([C:24]#[N:25])=[CH:20][CH:21]=[CH:22][CH:23]=2)=[CH:14][CH:13]=1)[CH2:2][CH2:3][CH3:4]. The yield is 1.00.